From a dataset of Reaction yield outcomes from USPTO patents with 853,638 reactions. Predict the reaction yield, written as a fraction of the theoretical maximum amount of product (1.0 means a 100% yield; for example, 0.34 means a 34% yield). (1) The reactants are Br[CH:2]([C:13]1[CH:14]=[CH:15][C:16]2[N:17]([C:19]([CH:22]([CH3:24])[CH3:23])=[N:20][N:21]=2)[N:18]=1)[C:3]([C:5]1[CH:10]=[CH:9][C:8]([F:11])=[CH:7][C:6]=1[F:12])=O.O1[C:29]2([CH2:34][CH2:33][CH:32]([C:35](=[S:37])[NH2:36])[CH2:31][CH2:30]2)[O:28]CC1.CC(C)=O.Cl. The catalyst is CN(C=O)C. The product is [F:12][C:6]1[CH:7]=[C:8]([F:11])[CH:9]=[CH:10][C:5]=1[C:3]1[N:36]=[C:35]([CH:32]2[CH2:33][CH2:34][C:29](=[O:28])[CH2:30][CH2:31]2)[S:37][C:2]=1[C:13]1[CH:14]=[CH:15][C:16]2[N:17]([C:19]([CH:22]([CH3:24])[CH3:23])=[N:20][N:21]=2)[N:18]=1. The yield is 0.690. (2) The reactants are [Cl:1][C:2]1[CH:3]=[C:4]([S:9]Cl)[CH:5]=[C:6]([Cl:8])[CH:7]=1.[C:11]([O:14][CH2:15][C:16]1[N:17]([CH2:24][C:25]2[CH:30]=[CH:29][N:28]=[CH:27][CH:26]=2)[CH:18]=[C:19]([CH:21]([CH3:23])[CH3:22])[N:20]=1)(=[O:13])[CH3:12].C(N(CC)CC)C. The catalyst is C1(C)C=CC=CC=1.C(#N)C. The product is [C:11]([O:14][CH2:15][C:16]1[N:17]([CH2:24][C:25]2[CH:30]=[CH:29][N:28]=[CH:27][CH:26]=2)[C:18]([S:9][C:4]2[CH:3]=[C:2]([Cl:1])[CH:7]=[C:6]([Cl:8])[CH:5]=2)=[C:19]([CH:21]([CH3:23])[CH3:22])[N:20]=1)(=[O:13])[CH3:12]. The yield is 0.820. (3) The catalyst is CCO. The product is [CH:1]1([CH2:4][O:5][NH:6][C:7]([C:9]2[C:25]([NH:26][C:27]3[CH:32]=[CH:31][C:30]([C:33]#[N:34])=[CH:29][C:28]=3[CH3:35])=[C:24]([F:36])[C:12]3[N:13]=[CH:14][NH:15][C:11]=3[CH:10]=2)=[O:8])[CH2:3][CH2:2]1. The reactants are [CH:1]1([CH2:4][O:5][NH:6][C:7]([C:9]2[C:25]([NH:26][C:27]3[CH:32]=[CH:31][C:30]([C:33]#[N:34])=[CH:29][C:28]=3[CH3:35])=[C:24]([F:36])[C:12]3[N:13]=[C:14](COCC[Si](C)(C)C)[NH:15][C:11]=3[CH:10]=2)=[O:8])[CH2:3][CH2:2]1.Cl.[OH-].[Na+]. The yield is 0.900. (4) The reactants are CO.[Cl:3][C:4]1[CH:5]=[CH:6][C:7]([S:10][CH:11]([C:18]2[CH:23]=[C:22]([F:24])[CH:21]=[CH:20][C:19]=2[F:25])[C:12]2[CH:17]=[CH:16][N:15]=[CH:14][CH:13]=2)=[N:8][CH:9]=1.[OH2:26].[OH:27]OS([O-])=O.[K+]. The catalyst is ClCCl. The product is [Cl:3][C:4]1[CH:5]=[CH:6][C:7]([S:10]([CH:11]([C:18]2[CH:23]=[C:22]([F:24])[CH:21]=[CH:20][C:19]=2[F:25])[C:12]2[CH:13]=[CH:14][N:15]=[CH:16][CH:17]=2)(=[O:27])=[O:26])=[N:8][CH:9]=1. The yield is 0.260. (5) The reactants are [C:1]1(=[O:7])[O:6][CH2:5][CH2:4][CH2:3][CH2:2]1.[CH2:8](Br)[C:9]1[CH:14]=[CH:13][CH:12]=[CH:11][CH:10]=1.[OH-:16].[Na+]. The catalyst is [Br-].C([N+](CCCC)(CCCC)CCCC)CCC. The product is [OH:16][CH2:5][CH2:4][CH2:3][CH2:2][C:1]([O:6][CH2:8][C:9]1[CH:14]=[CH:13][CH:12]=[CH:11][CH:10]=1)=[O:7]. The yield is 0.150. (6) The reactants are [Br:1][C:2]1[CH:3]=[C:4]([CH:22]=[C:23]([Br:25])[CH:24]=1)[CH2:5][C:6]1([C:18]([O:20][CH3:21])=[O:19])[CH2:10][CH2:9][CH2:8][N:7]1C(OC(C)(C)C)=O.CO.Cl. The catalyst is CO. The product is [Br:25][C:23]1[CH:22]=[C:4]([CH:3]=[C:2]([Br:1])[CH:24]=1)[CH2:5][C:6]1([C:18]([O:20][CH3:21])=[O:19])[CH2:10][CH2:9][CH2:8][NH:7]1. The yield is 0.930. (7) The reactants are [CH3:1][O:2][C:3]([C:5]1([C:8]2[CH:13]=[CH:12][C:11]([O:14][CH3:15])=[CH:10][CH:9]=2)[CH2:7][CH2:6]1)=[O:4].[N+:16]([O-])([OH:18])=[O:17].Cl. The catalyst is CC(OC(C)=O)=O.CC(O)=O. The product is [CH3:1][O:2][C:3]([C:5]1([C:8]2[CH:9]=[CH:10][C:11]([O:14][CH3:15])=[C:12]([N+:16]([O-:18])=[O:17])[CH:13]=2)[CH2:6][CH2:7]1)=[O:4]. The yield is 0.980. (8) The reactants are [CH2:1]([O:4][C@@H:5]1[C@@H:13]([CH2:14][O:15][Si](C(C)(C)C)(C)C)[O:12][C@H:11]2[C@H:7]([N:8]=[C:9]([N:23]([CH3:31])[C:24](=[O:30])[O:25][C:26]([CH3:29])([CH3:28])[CH3:27])[S:10]2)[C@H:6]1[O:32][CH2:33][CH:34]=[CH2:35])[CH:2]=[CH2:3].CCCC[N+](CCCC)(CCCC)CCCC.[F-]. The catalyst is C1COCC1. The product is [CH2:1]([O:4][C@@H:5]1[C@@H:13]([CH2:14][OH:15])[O:12][C@H:11]2[C@H:7]([N:8]=[C:9]([N:23]([CH3:31])[C:24](=[O:30])[O:25][C:26]([CH3:27])([CH3:28])[CH3:29])[S:10]2)[C@H:6]1[O:32][CH2:33][CH:34]=[CH2:35])[CH:2]=[CH2:3]. The yield is 0.880. (9) The catalyst is CN(C)C(=O)C.O.C(=O)([O-])O.[Na+].[Pd].C1(P(C2C=CC=CC=2)C2C=CC=CC=2)C=CC=CC=1.C1(P(C2C=CC=CC=2)C2C=CC=CC=2)C=CC=CC=1.C1(P(C2C=CC=CC=2)C2C=CC=CC=2)C=CC=CC=1.C1(P(C2C=CC=CC=2)C2C=CC=CC=2)C=CC=CC=1. The reactants are Br[C:2]1[N:6]2[CH:7]=[CH:8][C:9]([CH:11]=[O:12])=[CH:10][C:5]2=[N:4][CH:3]=1.P([O-])([O-])([O-])=O.[K+].[K+].[K+].CC1(C)C(C)(C)OB([C:29]2[CH:30]=[C:31]([C:35]3[CH:39]=[CH:38][S:37][C:36]=3[C:40]#[N:41])[CH:32]=[CH:33][CH:34]=2)O1. The yield is 0.680. The product is [CH:11]([C:9]1[CH:8]=[CH:7][N:6]2[C:2]([C:33]3[CH:32]=[C:31]([C:35]4[CH:39]=[CH:38][S:37][C:36]=4[C:40]#[N:41])[CH:30]=[CH:29][CH:34]=3)=[CH:3][N:4]=[C:5]2[CH:10]=1)=[O:12]. (10) The yield is 0.760. The product is [CH3:24][Si:12]([CH3:11])([CH3:23])[C:13]#[C:14][C:15]#[C:16][CH2:17][CH2:18]/[CH:19]=[CH:20]/[CH:21]=[O:22]. The reactants are CS(C)=O.C(Cl)(=O)C(Cl)=O.[CH3:11][Si:12]([CH3:24])([CH3:23])[C:13]#[C:14][C:15]#[C:16][CH2:17][CH2:18]/[CH:19]=[CH:20]/[CH2:21][OH:22].C(N(CC)CC)C. The catalyst is C(Cl)Cl.